Dataset: Reaction yield outcomes from USPTO patents with 853,638 reactions. Task: Predict the reaction yield, written as a fraction of the theoretical maximum amount of product (1.0 means a 100% yield; for example, 0.34 means a 34% yield). (1) The reactants are [CH3:1][Mg+].[Br-].[F:4][C:5]1[CH:10]=[C:9]([I:11])[CH:8]=[CH:7][C:6]=1[N:12]1[CH:17]=[C:16]([O:18][CH3:19])[C:15](=[O:20])[C:14]([C:21](N(OC)C)=[O:22])=[N:13]1. The product is [C:21]([C:14]1[C:15](=[O:20])[C:16]([O:18][CH3:19])=[CH:17][N:12]([C:6]2[CH:7]=[CH:8][C:9]([I:11])=[CH:10][C:5]=2[F:4])[N:13]=1)(=[O:22])[CH3:1]. The yield is 0.230. The catalyst is C1COCC1. (2) The reactants are [Br:1][C:2]1[CH:22]=[CH:21][C:5]([O:6][CH2:7][C:8]2[NH:9][CH:10]=[C:11]([C:13]3[CH:18]=[CH:17][C:16]([Cl:19])=[CH:15][C:14]=3[Cl:20])[N:12]=2)=[CH:4][CH:3]=1.Br[CH2:24][CH3:25]. No catalyst specified. The product is [Br:1][C:2]1[CH:22]=[CH:21][C:5]([O:6][CH2:7][C:8]2[N:9]([CH2:24][CH3:25])[CH:10]=[C:11]([C:13]3[CH:18]=[CH:17][C:16]([Cl:19])=[CH:15][C:14]=3[Cl:20])[N:12]=2)=[CH:4][CH:3]=1. The yield is 0.820. (3) The reactants are C([NH:5][S:6]([C:9]1[S:10][C:11]([C:14]2[N:15]=[CH:16][N:17]([C:19]3[N:24]=[C:23]([C:25]4[CH:30]=[CH:29][C:28]([C:31]([F:34])([F:33])[F:32])=[C:27]([CH3:35])[CH:26]=4)[CH:22]=[C:21]([C:36]([F:39])([F:38])[F:37])[N:20]=3)[CH:18]=2)=[CH:12][CH:13]=1)(=[O:8])=[O:7])(C)(C)C.C(O)(C(F)(F)F)=O. The catalyst is ClCCl. The product is [CH3:35][C:27]1[CH:26]=[C:25]([C:23]2[CH:22]=[C:21]([C:36]([F:37])([F:38])[F:39])[N:20]=[C:19]([N:17]3[CH:18]=[C:14]([C:11]4[S:10][C:9]([S:6]([NH2:5])(=[O:8])=[O:7])=[CH:13][CH:12]=4)[N:15]=[CH:16]3)[N:24]=2)[CH:30]=[CH:29][C:28]=1[C:31]([F:34])([F:33])[F:32]. The yield is 0.520. (4) The reactants are [CH3:1][N:2]1[C:10]2[C:5](=[CH:6][C:7]([N+:11]([O-])=O)=[CH:8][CH:9]=2)[CH:4]=[C:3]1[CH3:14]. The catalyst is C(O)C.O1CCCC1.[Pt](=O)=O. The product is [CH3:1][N:2]1[C:10]2[C:5](=[CH:6][C:7]([NH2:11])=[CH:8][CH:9]=2)[CH:4]=[C:3]1[CH3:14]. The yield is 0.630. (5) The reactants are [CH3:1][O:2][C:3]1[C:4]([CH2:14][CH:15]=[CH2:16])([CH3:13])[C:5]2[C:10]([CH2:11][CH:12]=1)=[CH:9][CH:8]=[CH:7][CH:6]=2.[Cr](O[Cr]([O-])(=O)=O)([O-])(=O)=[O:18].[NH+]1C=CC=CC=1.[NH+]1C=CC=CC=1.C(OO)(C)(C)C. The catalyst is C1C=CC=CC=1. The product is [CH2:14]([C:4]1([CH3:13])[C:5]2[C:10](=[CH:9][CH:8]=[CH:7][CH:6]=2)[C:11](=[O:18])[CH:12]=[C:3]1[O:2][CH3:1])[CH:15]=[CH2:16]. The yield is 0.250. (6) The reactants are [F:1][C:2]1[CH:3]=[C:4]([CH:6]=[CH:7][CH:8]=1)[NH2:5].C(=O)(O)[O-].[Na+].CO.ClCCl.[I:19](Cl)(=O)=O.I(Cl)(=O)=O.C([N+](C)(C)C)C1C=CC=CC=1. The catalyst is ClCCl. The product is [F:1][C:2]1[CH:3]=[C:4]([CH:6]=[CH:7][C:8]=1[I:19])[NH2:5]. The yield is 0.890. (7) The reactants are [F:1][CH2:2][C:3]([C:5]1[C:10]([N+:11]([O-:13])=[O:12])=[CH:9][CH:8]=[C:7]([O:14][CH3:15])[N:6]=1)=[O:4].CO[CH:18](OC)[N:19]([CH3:21])[CH3:20]. The catalyst is C1(C)C=CC=CC=1. The product is [CH3:18][N:19]([CH3:21])[CH:20]=[C:2]([F:1])[C:3]([C:5]1[C:10]([N+:11]([O-:13])=[O:12])=[CH:9][CH:8]=[C:7]([O:14][CH3:15])[N:6]=1)=[O:4]. The yield is 0.698. (8) The reactants are [CH3:1]N(C)C1C=CN=C2C=1C=CN2.[C:13]1([C:18]2[NH:29][C:21]3=N[CH:23]=[CH:24][C:25](N(C)C)=[C:20]3[CH:19]=2)[CH2:17][CH2:16][CH2:15]C=1.C1(=O)NC(=O)C=C1.[Br-].[Yb+3].[Br-].[Br-]. The catalyst is C1(C)C=CC=CC=1. The product is [CH2:1]1[C:21]2[NH:29][C:18]3[C:19](=[CH:15][CH:16]=[CH:17][CH:13]=3)[C:20]=2[CH2:25][CH2:24][CH2:23]1. The yield is 0.880. (9) The product is [NH2:1][C:2]1[C:10]2[C:5](=[CH:6][CH:7]=[CH:8][CH:9]=2)[C:4]([C:18]2[CH:25]=[CH:24][C:21]([C:22]#[N:23])=[CH:20][CH:19]=2)([C:11]2[CH:16]=[CH:15][CH:14]=[C:13]([C:32]3[C:27]([F:26])=[N:28][CH:29]=[CH:30][CH:31]=3)[CH:12]=2)[N:3]=1. The reactants are [NH2:1][C:2]1[C:10]2[C:5](=[CH:6][CH:7]=[CH:8][CH:9]=2)[C:4]([C:18]2[CH:25]=[CH:24][C:21]([C:22]#[N:23])=[CH:20][CH:19]=2)([C:11]2[CH:16]=[CH:15][CH:14]=[C:13](Br)[CH:12]=2)[N:3]=1.[F:26][C:27]1[C:32](B(O)O)=[CH:31][CH:30]=[CH:29][N:28]=1.C(=O)([O-])[O-].[K+].[K+].COC=COC. The yield is 0.700. The catalyst is C(O)C.O. (10) The reactants are [Br:1][C:2]1[CH:7]=[CH:6][C:5]([O:8][CH3:9])=[CH:4][C:3]=1[NH2:10].C(O[CH:14]=[C:15]([C:21]([O:23][CH2:24][CH3:25])=[O:22])[C:16]([O:18][CH2:19][CH3:20])=[O:17])C. No catalyst specified. The product is [CH2:19]([O:18][C:16](=[O:17])[C:15](=[CH:14][NH:10][C:3]1[CH:4]=[C:5]([O:8][CH3:9])[CH:6]=[CH:7][C:2]=1[Br:1])[C:21]([O:23][CH2:24][CH3:25])=[O:22])[CH3:20]. The yield is 0.810.